The task is: Predict the reaction yield, written as a fraction of the theoretical maximum amount of product (1.0 means a 100% yield; for example, 0.34 means a 34% yield).. This data is from Reaction yield outcomes from USPTO patents with 853,638 reactions. (1) The reactants are [CH3:1][O:2][C:3](=[O:18])[CH2:4][O:5][CH2:6][CH2:7][O:8][C:9]1[CH:14]=[CH:13][C:12]([N+:15]([O-])=O)=[CH:11][CH:10]=1. The catalyst is C(OCC)(=O)C.[C].[Pd]. The product is [CH3:1][O:2][C:3](=[O:18])[CH2:4][O:5][CH2:6][CH2:7][O:8][C:9]1[CH:10]=[CH:11][C:12]([NH2:15])=[CH:13][CH:14]=1. The yield is 0.709. (2) The reactants are [F:1][C:2]1[C:3]([O:31][CH3:32])=[CH:4][C:5]([CH2:26][C:27]([F:30])([F:29])[F:28])=[C:6]([C:8]2[N:13]=[CH:12][C:11]3[C:14](I)=[N:15][N:16]([CH2:17][O:18][CH2:19][CH2:20][Si:21]([CH3:24])([CH3:23])[CH3:22])[C:10]=3[CH:9]=2)[CH:7]=1.CN.C1CCN2[C:38](=[N:39][CH2:40]CC2)CC1.C1C[O:49]CC1. The catalyst is C([O-])(=O)C.[Pd+2].C([O-])(=O)C.[C-]#[O+].[C-]#[O+].[C-]#[O+].[C-]#[O+].[C-]#[O+].[C-]#[O+].[Mo]. The product is [F:1][C:2]1[C:3]([O:31][CH3:32])=[CH:4][C:5]([CH2:26][C:27]([F:30])([F:29])[F:28])=[C:6]([C:8]2[N:13]=[CH:12][C:11]3[C:14]([C:40]([NH:39][CH3:38])=[O:49])=[N:15][N:16]([CH2:17][O:18][CH2:19][CH2:20][Si:21]([CH3:24])([CH3:23])[CH3:22])[C:10]=3[CH:9]=2)[CH:7]=1. The yield is 0.670. (3) The reactants are [CH3:1][O:2][C:3]1[CH:4]=[C:5]([C:11]2([CH2:17][NH2:18])[CH2:16][CH2:15][CH2:14][CH2:13][CH2:12]2)[CH:6]=[CH:7][C:8]=1[O:9][CH3:10].[O:19]1[C:23]2[CH:24]=[CH:25][CH:26]=[CH:27][C:22]=2[CH:21]=[C:20]1[C:28](Cl)=[O:29].C(N(CC)CC)C. The catalyst is O1CCOCC1. The product is [CH3:1][O:2][C:3]1[CH:4]=[C:5]([C:11]2([CH2:17][NH:18][C:28]([C:20]3[O:19][C:23]4[CH:24]=[CH:25][CH:26]=[CH:27][C:22]=4[CH:21]=3)=[O:29])[CH2:12][CH2:13][CH2:14][CH2:15][CH2:16]2)[CH:6]=[CH:7][C:8]=1[O:9][CH3:10]. The yield is 0.442. (4) The catalyst is C(Cl)Cl.O. The product is [CH2:11]([N:13]1[CH2:18][CH2:17][N:16]([CH2:19][C:20]2[CH:21]=[CH:22][C:23]([CH:26]=[O:27])=[CH:24][CH:25]=2)[CH2:15][CH2:14]1)[CH3:12]. The reactants are C(Cl)(=O)C(Cl)=O.CS(C)=O.[CH2:11]([N:13]1[CH2:18][CH2:17][N:16]([CH2:19][C:20]2[CH:25]=[CH:24][C:23]([CH2:26][OH:27])=[CH:22][CH:21]=2)[CH2:15][CH2:14]1)[CH3:12].CCN(CC)CC. The yield is 0.910. (5) The reactants are [CH2:1]([O:3][CH2:4][CH2:5][N:6]([S:19]([C:22]1[S:23][CH:24]=[CH:25][CH:26]=1)(=[O:21])=[O:20])[C:7]1[CH:8]=[CH:9][CH:10]=[C:11]2[C:15]=1[NH:14][C:13]([C:16]([NH2:18])=O)=[CH:12]2)[CH3:2].COC1C=CC(P2(SP(C3C=CC(OC)=CC=3)(=S)S2)=[S:36])=CC=1. The catalyst is O1CCCC1. The product is [CH2:1]([O:3][CH2:4][CH2:5][N:6]([S:19]([C:22]1[S:23][CH:24]=[CH:25][CH:26]=1)(=[O:21])=[O:20])[C:7]1[CH:8]=[CH:9][CH:10]=[C:11]2[C:15]=1[NH:14][C:13]([C:16](=[S:36])[NH2:18])=[CH:12]2)[CH3:2]. The yield is 0.580. (6) The reactants are [OH:1][C@:2]([CH3:38])([CH2:36][I:37])[C:3](=[O:35])[C@@H:4]([NH:12][C:13](=[O:34])[C@@H:14]([NH:18][C:19](=[O:33])[C@@H:20]([NH:24][C:25]([C:27]1[S:31][C:30]([CH3:32])=[N:29][CH:28]=1)=[O:26])[CH2:21][O:22][CH3:23])[CH2:15][O:16][CH3:17])[CH2:5][C:6]1[CH:11]=[CH:10][CH:9]=[CH:8][CH:7]=1.[C:39]([O:42][CH2:43][CH2:44][CH2:45][C:46](O[C:46](=[O:47])[CH2:45][CH2:44][CH2:43][O:42][C:39](=[O:41])[CH3:40])=[O:47])(=[O:41])[CH3:40]. The catalyst is CN(C1C=CN=CC=1)C.N1C=CC=CC=1.O.ClCCl. The product is [C:39]([O:42][CH2:43][CH2:44][CH2:45][C:46]([O:1][C@@:2]([CH3:38])([C:3](=[O:35])[C@@H:4]([NH:12][C:13](=[O:34])[C@@H:14]([NH:18][C:19](=[O:33])[C@@H:20]([NH:24][C:25]([C:27]1[S:31][C:30]([CH3:32])=[N:29][CH:28]=1)=[O:26])[CH2:21][O:22][CH3:23])[CH2:15][O:16][CH3:17])[CH2:5][C:6]1[CH:7]=[CH:8][CH:9]=[CH:10][CH:11]=1)[CH2:36][I:37])=[O:47])(=[O:41])[CH3:40]. The yield is 0.500. (7) The reactants are [I:1][C:2]1[C:7]2[N:8]=[C:9](SC)[N:10]=[CH:11][C:6]=2[CH:5]=[N:4][CH:3]=1.[CH:14]1([NH2:20])[CH2:19][CH2:18][CH2:17][CH2:16][CH2:15]1. No catalyst specified. The product is [CH:14]1([NH:20][C:9]2[N:10]=[CH:11][C:6]3[CH:5]=[N:4][CH:3]=[C:2]([I:1])[C:7]=3[N:8]=2)[CH2:19][CH2:18][CH2:17][CH2:16][CH2:15]1. The yield is 0.190.